Dataset: Peptide-MHC class I binding affinity with 185,985 pairs from IEDB/IMGT. Task: Regression. Given a peptide amino acid sequence and an MHC pseudo amino acid sequence, predict their binding affinity value. This is MHC class I binding data. (1) The peptide sequence is YEFLQPILL. The MHC is HLA-B15:03 with pseudo-sequence HLA-B15:03. The binding affinity (normalized) is 0.357. (2) The peptide sequence is LIRALTLNTM. The MHC is Mamu-A02 with pseudo-sequence Mamu-A02. The binding affinity (normalized) is 0.584. (3) The peptide sequence is FLNISWFYI. The MHC is HLA-A11:01 with pseudo-sequence HLA-A11:01. The binding affinity (normalized) is 0.104. (4) The peptide sequence is RTDNGGWAH. The MHC is HLA-B46:01 with pseudo-sequence HLA-B46:01. The binding affinity (normalized) is 0.0847. (5) The peptide sequence is CHATLTHRL. The MHC is HLA-B15:01 with pseudo-sequence HLA-B15:01. The binding affinity (normalized) is 0.0847. (6) The peptide sequence is LGSLGCKPLT. The MHC is HLA-A30:01 with pseudo-sequence HLA-A30:01. The binding affinity (normalized) is 0.329.